From a dataset of Reaction yield outcomes from USPTO patents with 853,638 reactions. Predict the reaction yield, written as a fraction of the theoretical maximum amount of product (1.0 means a 100% yield; for example, 0.34 means a 34% yield). The catalyst is CC(N(C)C)=O. The yield is 0.230. The product is [Br:43][C:32]1[C:33]([NH:35][CH2:36][CH2:37][C:38]2[NH:39][CH:40]=[N:41][CH:42]=2)=[N:34][C:29]([NH:28][C:25]2[CH:24]=[CH:23][C:22]([NH:21][C:9](=[O:11])[C:8]3[CH:12]=[CH:13][C:5]([S:2]([CH3:1])(=[O:3])=[O:4])=[C:6]([N+:14]([O-:16])=[O:15])[CH:7]=3)=[CH:27][CH:26]=2)=[N:30][CH:31]=1. The reactants are [CH3:1][S:2]([C:5]1[CH:13]=[CH:12][C:8]([C:9]([OH:11])=O)=[CH:7][C:6]=1[N+:14]([O-:16])=[O:15])(=[O:4])=[O:3].S(Cl)(Cl)=O.[NH2:21][C:22]1[CH:27]=[CH:26][C:25]([NH:28][C:29]2[N:34]=[C:33]([NH:35][CH2:36][CH2:37][C:38]3[NH:39][CH:40]=[N:41][CH:42]=3)[C:32]([Br:43])=[CH:31][N:30]=2)=[CH:24][CH:23]=1.